Task: Predict the reactants needed to synthesize the given product.. Dataset: Full USPTO retrosynthesis dataset with 1.9M reactions from patents (1976-2016) (1) Given the product [CH:18]1([N:15]2[CH2:16][CH2:17][C:11]3[CH:10]=[C:9]([OH:8])[CH:23]=[CH:22][C:12]=3[CH2:13][CH2:14]2)[CH2:21][CH2:20][CH2:19]1, predict the reactants needed to synthesize it. The reactants are: C([O:8][C:9]1[CH:23]=[CH:22][C:12]2[CH2:13][CH2:14][N:15]([CH:18]3[CH2:21][CH2:20][CH2:19]3)[CH2:16][CH2:17][C:11]=2[CH:10]=1)C1C=CC=CC=1. (2) Given the product [CH2:15]([N:19]1[C:31]2[CH:30]=[C:29]([C:2]3[N:7]=[CH:6][C:5]([C:8]4[CH:13]=[CH:12][CH:11]=[C:10]([CH3:14])[N:9]=4)=[CH:4][CH:3]=3)[CH:28]=[C:27]([CH3:41])[C:26]=2[C:25]2[C:20]1=[CH:21][CH:22]=[CH:23][CH:24]=2)[CH:16]([CH3:18])[CH3:17], predict the reactants needed to synthesize it. The reactants are: Cl[C:2]1[N:7]=[CH:6][C:5]([C:8]2[CH:13]=[CH:12][CH:11]=[C:10]([CH3:14])[N:9]=2)=[CH:4][CH:3]=1.[CH2:15]([N:19]1[C:31]2[CH:30]=[C:29](B3OC(C)(C)C(C)(C)O3)[CH:28]=[C:27]([CH3:41])[C:26]=2[C:25]2[C:20]1=[CH:21][CH:22]=[CH:23][CH:24]=2)[CH:16]([CH3:18])[CH3:17].COCCOC. (3) The reactants are: [OH-].[NH4+:2].[C:3]([C:7]1[CH:11]=[C:10]([C:12](Cl)=[O:13])[N:9]([CH3:15])[N:8]=1)([CH3:6])([CH3:5])[CH3:4]. Given the product [C:3]([C:7]1[CH:11]=[C:10]([C:12]([NH2:2])=[O:13])[N:9]([CH3:15])[N:8]=1)([CH3:6])([CH3:5])[CH3:4], predict the reactants needed to synthesize it. (4) The reactants are: [Cl:1][C:2]1[C:3](F)=[C:4]([C:8]([C:10]2[CH:15]=[CH:14][C:13]([O:16][CH3:17])=[CH:12][CH:11]=2)=O)[CH:5]=[CH:6][CH:7]=1.O.[NH2:20][NH2:21]. Given the product [Cl:1][C:2]1[CH:7]=[CH:6][CH:5]=[C:4]2[C:3]=1[NH:21][N:20]=[C:8]2[C:10]1[CH:15]=[CH:14][C:13]([O:16][CH3:17])=[CH:12][CH:11]=1, predict the reactants needed to synthesize it. (5) The reactants are: [F:1][C:2]1[CH:3]=[C:4]([CH:13]=[CH:14][C:15]=1[N+:16]([O-])=O)[O:5][CH2:6][CH2:7][N:8]1[CH2:12][CH2:11][CH2:10][CH2:9]1. Given the product [F:1][C:2]1[CH:3]=[C:4]([O:5][CH2:6][CH2:7][N:8]2[CH2:9][CH2:10][CH2:11][CH2:12]2)[CH:13]=[CH:14][C:15]=1[NH2:16], predict the reactants needed to synthesize it. (6) Given the product [CH:1]1([CH2:6][C@H:7]([CH2:8][C:9](=[O:11])[NH:38][O:37][CH2:36][C:30]2[CH:35]=[CH:34][CH:33]=[CH:32][CH:31]=2)[C:12]([N:14]2[C@H:18]([C:19]([NH:21][C:22]3[CH:27]=[CH:26][CH:25]=[C:24]([CH2:28][CH3:29])[N:23]=3)=[O:20])[CH2:17][CH:16]=[N:15]2)=[O:13])[CH2:5][CH2:4][CH2:3][CH2:2]1, predict the reactants needed to synthesize it. The reactants are: [CH:1]1([CH2:6][C@@H:7]([C:12]([N:14]2[CH:18]([C:19]([NH:21][C:22]3[CH:27]=[CH:26][CH:25]=[C:24]([CH2:28][CH3:29])[N:23]=3)=[O:20])[CH2:17][CH:16]=[N:15]2)=[O:13])[CH2:8][C:9]([OH:11])=O)[CH2:5][CH2:4][CH2:3][CH2:2]1.[C:30]1([CH2:36][O:37][NH2:38])[CH:35]=[CH:34][CH:33]=[CH:32][CH:31]=1.CN1CCOCC1.N1C2C(=NC=CC=2)N(O)N=1.C(Cl)CCl.